From a dataset of Reaction yield outcomes from USPTO patents with 853,638 reactions. Predict the reaction yield, written as a fraction of the theoretical maximum amount of product (1.0 means a 100% yield; for example, 0.34 means a 34% yield). (1) The reactants are [OH:1][C:2]1[CH:3]=[C:4]([C:8]2[N:16]=[C:15]3[C:11]([NH:12][C:13](=[O:24])[N:14]3[CH2:17][CH:18]3[CH2:23][CH2:22][O:21][CH2:20][CH2:19]3)=[C:10]([C:25]([O:27]C)=O)[N:9]=2)[CH:5]=[CH:6][CH:7]=1.[Si](OC1C=C(C2N=C3C(NC(=O)N3CC3CCOCC3)=C(C(OC)=O)[N:54]=2)C=CC=1)(C(C)(C)C)(C1C=CC=CC=1)C1C=CC=CC=1. The catalyst is [F-].C([N+](CCCC)(CCCC)CCCC)CCC. The product is [OH:1][C:2]1[CH:3]=[C:4]([C:8]2[N:16]=[C:15]3[C:11]([NH:12][C:13](=[O:24])[N:14]3[CH2:17][CH:18]3[CH2:23][CH2:22][O:21][CH2:20][CH2:19]3)=[C:10]([C:25]([NH2:54])=[O:27])[N:9]=2)[CH:5]=[CH:6][CH:7]=1. The yield is 0.580. (2) The reactants are [Cl:1][C:2]1[CH:7]=[CH:6][C:5]([C:8]2[N:9]=[C:10]([N:19]3[CH:23]=[CH:22][N:21]=[C:20]3[S:24]([CH3:27])(=[O:26])=[O:25])[O:11][C:12]=2[CH2:13][CH2:14][C:15]([O:17]C)=[O:16])=[CH:4][CH:3]=1.[OH-].[Na+].Cl. The catalyst is O1CCOCC1.O. The product is [Cl:1][C:2]1[CH:3]=[CH:4][C:5]([C:8]2[N:9]=[C:10]([N:19]3[CH:23]=[CH:22][N:21]=[C:20]3[S:24]([CH3:27])(=[O:26])=[O:25])[O:11][C:12]=2[CH2:13][CH2:14][C:15]([OH:17])=[O:16])=[CH:6][CH:7]=1. The yield is 0.900.